Regression. Given two drug SMILES strings and cell line genomic features, predict the synergy score measuring deviation from expected non-interaction effect. From a dataset of NCI-60 drug combinations with 297,098 pairs across 59 cell lines. (1) Drug 1: COC1=NC(=NC2=C1N=CN2C3C(C(C(O3)CO)O)O)N. Drug 2: CC12CCC3C(C1CCC2O)C(CC4=C3C=CC(=C4)O)CCCCCCCCCS(=O)CCCC(C(F)(F)F)(F)F. Cell line: HS 578T. Synergy scores: CSS=4.62, Synergy_ZIP=-3.73, Synergy_Bliss=0.680, Synergy_Loewe=-0.0810, Synergy_HSA=1.15. (2) Drug 1: C1=NC2=C(N=C(N=C2N1C3C(C(C(O3)CO)O)O)F)N. Drug 2: C1CN1C2=NC(=NC(=N2)N3CC3)N4CC4. Cell line: OVCAR-4. Synergy scores: CSS=10.9, Synergy_ZIP=-2.91, Synergy_Bliss=0.163, Synergy_Loewe=-8.34, Synergy_HSA=-1.84. (3) Drug 1: C1=NC(=NC(=O)N1C2C(C(C(O2)CO)O)O)N. Drug 2: CC1=C(N=C(N=C1N)C(CC(=O)N)NCC(C(=O)N)N)C(=O)NC(C(C2=CN=CN2)OC3C(C(C(C(O3)CO)O)O)OC4C(C(C(C(O4)CO)O)OC(=O)N)O)C(=O)NC(C)C(C(C)C(=O)NC(C(C)O)C(=O)NCCC5=NC(=CS5)C6=NC(=CS6)C(=O)NCCC[S+](C)C)O. Cell line: HS 578T. Synergy scores: CSS=31.1, Synergy_ZIP=-2.72, Synergy_Bliss=-0.765, Synergy_Loewe=0.885, Synergy_HSA=3.71. (4) Drug 1: CC1=C(C(CCC1)(C)C)C=CC(=CC=CC(=CC(=O)O)C)C. Drug 2: CC1=C(C(=O)C2=C(C1=O)N3CC4C(C3(C2COC(=O)N)OC)N4)N. Cell line: KM12. Synergy scores: CSS=38.1, Synergy_ZIP=-0.765, Synergy_Bliss=-5.40, Synergy_Loewe=-29.0, Synergy_HSA=-4.00. (5) Drug 1: C1=CC(=CC=C1CC(C(=O)O)N)N(CCCl)CCCl.Cl. Drug 2: CN(C(=O)NC(C=O)C(C(C(CO)O)O)O)N=O. Cell line: BT-549. Synergy scores: CSS=1.68, Synergy_ZIP=-4.24, Synergy_Bliss=-2.30, Synergy_Loewe=-15.9, Synergy_HSA=-4.20. (6) Drug 1: CC1C(C(CC(O1)OC2CC(CC3=C2C(=C4C(=C3O)C(=O)C5=C(C4=O)C(=CC=C5)OC)O)(C(=O)CO)O)N)O.Cl. Drug 2: CC(C)NC(=O)C1=CC=C(C=C1)CNNC.Cl. Cell line: HCT-15. Synergy scores: CSS=5.80, Synergy_ZIP=3.13, Synergy_Bliss=-4.31, Synergy_Loewe=5.07, Synergy_HSA=-2.65. (7) Drug 1: CCC1=CC2CC(C3=C(CN(C2)C1)C4=CC=CC=C4N3)(C5=C(C=C6C(=C5)C78CCN9C7C(C=CC9)(C(C(C8N6C)(C(=O)OC)O)OC(=O)C)CC)OC)C(=O)OC. Drug 2: CCN(CC)CCNC(=O)C1=C(NC(=C1C)C=C2C3=C(C=CC(=C3)F)NC2=O)C. Cell line: T-47D. Synergy scores: CSS=28.8, Synergy_ZIP=5.35, Synergy_Bliss=5.32, Synergy_Loewe=-14.6, Synergy_HSA=3.61. (8) Drug 1: CC1=C2C(C(=O)C3(C(CC4C(C3C(C(C2(C)C)(CC1OC(=O)C(C(C5=CC=CC=C5)NC(=O)OC(C)(C)C)O)O)OC(=O)C6=CC=CC=C6)(CO4)OC(=O)C)O)C)O. Drug 2: CC(C)CN1C=NC2=C1C3=CC=CC=C3N=C2N. Synergy scores: CSS=6.01, Synergy_ZIP=1.36, Synergy_Bliss=-5.59, Synergy_Loewe=-2.51, Synergy_HSA=-4.88. Cell line: UACC62. (9) Drug 1: CC1=C(C=C(C=C1)C(=O)NC2=CC(=CC(=C2)C(F)(F)F)N3C=C(N=C3)C)NC4=NC=CC(=N4)C5=CN=CC=C5. Drug 2: CC1C(C(CC(O1)OC2CC(CC3=C2C(=C4C(=C3O)C(=O)C5=C(C4=O)C(=CC=C5)OC)O)(C(=O)CO)O)N)O.Cl. Cell line: ACHN. Synergy scores: CSS=29.3, Synergy_ZIP=0.238, Synergy_Bliss=1.44, Synergy_Loewe=-22.1, Synergy_HSA=-3.79.